This data is from Full USPTO retrosynthesis dataset with 1.9M reactions from patents (1976-2016). The task is: Predict the reactants needed to synthesize the given product. (1) Given the product [Br:1][C:2]1[C:3]([F:10])=[C:4]([CH:7]=[CH:8][CH:9]=1)[CH2:5][NH:6][C:13](=[O:14])[C:12]([F:23])([F:22])[F:11], predict the reactants needed to synthesize it. The reactants are: [Br:1][C:2]1[C:3]([F:10])=[C:4]([CH:7]=[CH:8][CH:9]=1)[CH2:5][NH2:6].[F:11][C:12]([F:23])([F:22])[C:13](O[C:13](=[O:14])[C:12]([F:23])([F:22])[F:11])=[O:14]. (2) Given the product [N+:1]([C:4]1[CH:12]=[C:11]2[C:7]([CH:8]=[CH:9][N:10]2[Si:19]([CH:26]([CH3:28])[CH3:27])([CH:23]([CH3:25])[CH3:24])[CH:20]([CH3:22])[CH3:21])=[CH:6][CH:5]=1)([O-:3])=[O:2], predict the reactants needed to synthesize it. The reactants are: [N+:1]([C:4]1[CH:12]=[C:11]2[C:7]([CH:8]=[CH:9][NH:10]2)=[CH:6][CH:5]=1)([O-:3])=[O:2].C([Li])CCC.Cl[Si:19]([CH:26]([CH3:28])[CH3:27])([CH:23]([CH3:25])[CH3:24])[CH:20]([CH3:22])[CH3:21]. (3) Given the product [NH2:1][C:2]1[N:3]=[CH:4][C:5]([C:8]#[C:9][C:10]2[CH:11]=[C:12]([NH:16][C:17]([NH:40][C:29]3[CH:30]=[C:31]([N:33]4[CH2:38][CH2:37][N:36]([CH3:39])[CH2:35][CH2:34]4)[CH:32]=[C:27]([F:26])[CH:28]=3)=[O:25])[CH:13]=[CH:14][CH:15]=2)=[CH:6][N:7]=1, predict the reactants needed to synthesize it. The reactants are: [NH2:1][C:2]1[N:7]=[CH:6][C:5]([C:8]#[C:9][C:10]2[CH:11]=[C:12]([NH:16][C:17](=[O:25])OC3C=CC=CC=3)[CH:13]=[CH:14][CH:15]=2)=[CH:4][N:3]=1.[F:26][C:27]1[CH:28]=[C:29]([NH2:40])[CH:30]=[C:31]([N:33]2[CH2:38][CH2:37][N:36]([CH3:39])[CH2:35][CH2:34]2)[CH:32]=1.C(N(CC)CC)C. (4) Given the product [Cl:1][C:2]1[CH:10]=[C:9]2[C:5]([C:6]([C:11]([O:13][CH3:14])=[O:12])=[CH:7][NH:8]2)=[CH:4][C:3]=1[C:24]1[CH:29]=[CH:28][C:27]([C:30]2([OH:34])[CH2:31][CH2:32][CH2:33]2)=[C:26]([F:35])[CH:25]=1, predict the reactants needed to synthesize it. The reactants are: [Cl:1][C:2]1[CH:10]=[C:9]2[C:5]([C:6]([C:11]([O:13][CH3:14])=[O:12])=[CH:7][NH:8]2)=[CH:4][C:3]=1B1OCC(C)(C)CO1.Br[C:24]1[CH:29]=[CH:28][C:27]([C:30]2([OH:34])[CH2:33][CH2:32][CH2:31]2)=[C:26]([F:35])[CH:25]=1.C(=O)([O-])[O-].[K+].[K+].C1(C)C=CC=CC=1. (5) Given the product [Cl:31][C:5]1[CH:6]=[CH:7][C:2]([OH:1])=[C:3]([C:8]2[N:13]=[C:12]([N:14]3[C:18]([C:19]([F:22])([F:21])[F:20])=[C:17]([C:23]([O:25][CH2:26][CH3:27])=[O:24])[CH:16]=[N:15]3)[CH:11]=[CH:10][CH:9]=2)[CH:4]=1, predict the reactants needed to synthesize it. The reactants are: [OH:1][C:2]1[CH:7]=[CH:6][CH:5]=[CH:4][C:3]=1[C:8]1[N:13]=[C:12]([N:14]2[C:18]([C:19]([F:22])([F:21])[F:20])=[C:17]([C:23]([O:25][CH2:26][CH3:27])=[O:24])[CH:16]=[N:15]2)[CH:11]=[CH:10][CH:9]=1.I([Cl:31])(=O)=O.I(Cl)(=O)=O.I(Cl)(=O)=O.I(Cl)(=O)=O.C([N+](C)(C)C)C1C=CC=CC=1.